Dataset: Forward reaction prediction with 1.9M reactions from USPTO patents (1976-2016). Task: Predict the product of the given reaction. (1) Given the reactants [CH3:1][C:2]1([CH3:14])[C:11]2[C:6](=[CH:7][C:8](Br)=[CH:9][CH:10]=2)[C:5](=[O:13])[CH2:4][CH2:3]1.[CH:15]([C:17]1[CH:27]=[CH:26][C:20]([C:21]([O:23][CH2:24][CH3:25])=[O:22])=[CH:19][CH:18]=1)=[CH2:16].CC1C=CC=CC=1P(C1C=CC=CC=1C)C1C=CC=CC=1C, predict the reaction product. The product is: [CH3:1][C:2]1([CH3:14])[CH2:3][CH2:4][C:5](=[O:13])[C:6]2[CH:7]=[C:8](/[CH:16]=[CH:15]/[C:17]3[CH:27]=[CH:26][C:20]([C:21]([O:23][CH2:24][CH3:25])=[O:22])=[CH:19][CH:18]=3)[CH:9]=[CH:10][C:11]1=2. (2) Given the reactants [C:1]([C:5]1[CH:6]=[C:7]([NH2:14])[C:8]([O:12][CH3:13])=[C:9]([NH2:11])[CH:10]=1)([CH3:4])([CH3:3])[CH3:2].N1C=CC=CC=1.[CH:21]1([S:27](Cl)(=[O:29])=[O:28])[CH2:26][CH2:25][CH2:24][CH2:23][CH2:22]1, predict the reaction product. The product is: [NH2:14][C:7]1[C:8]([O:12][CH3:13])=[C:9]([NH:11][S:27]([CH:21]2[CH2:26][CH2:25][CH2:24][CH2:23][CH2:22]2)(=[O:29])=[O:28])[CH:10]=[C:5]([C:1]([CH3:4])([CH3:2])[CH3:3])[CH:6]=1. (3) Given the reactants Cl[C:2]1[N:7]=[C:6]([C:8]2[CH:13]=[CH:12][C:11]([F:14])=[CH:10][C:9]=2[O:15][CH3:16])[C:5]([F:17])=[CH:4][N:3]=1.[F:18][C:19]1[CH:20]=[C:21]([CH:23]=[C:24]([CH2:26][S:27]([CH3:30])(=[O:29])=[O:28])[CH:25]=1)[NH2:22], predict the reaction product. The product is: [F:17][C:5]1[C:6]([C:8]2[CH:13]=[CH:12][C:11]([F:14])=[CH:10][C:9]=2[O:15][CH3:16])=[N:7][C:2]([NH:22][C:21]2[CH:23]=[C:24]([CH2:26][S:27]([CH3:30])(=[O:29])=[O:28])[CH:25]=[C:19]([F:18])[CH:20]=2)=[N:3][CH:4]=1. (4) Given the reactants C(OC([N:6]1[CH2:13][CH:12]2[CH:8]([CH2:9][C:10]3[C:16]([Cl:17])=[C:15]([CH3:18])[S:14][C:11]=32)[CH2:7]1)=O)C.[OH-].[K+], predict the reaction product. The product is: [Cl:17][C:16]1[C:10]2[CH2:9][CH:8]3[CH:12]([C:11]=2[S:14][C:15]=1[CH3:18])[CH2:13][NH:6][CH2:7]3. (5) Given the reactants [H-].[Na+].[NH2:3][C:4]1[C:13]2[C:8](=[C:9]([O:16][CH:17]3[CH2:21][CH2:20][CH2:19][CH2:18]3)[C:10]([O:14][CH3:15])=[CH:11][CH:12]=2)[O:7][C:6](=[O:22])[C:5]=1[CH2:23][CH2:24][O:25][CH2:26][C:27]1[CH:32]=[CH:31][CH:30]=[CH:29][CH:28]=1.[Cl:33][C:34]1[CH:35]=[N:36][CH:37]=[C:38]([Cl:41])[C:39]=1Cl, predict the reaction product. The product is: [CH2:26]([O:25][CH2:24][CH2:23][C:5]1[C:6](=[O:22])[O:7][C:8]2[C:13]([C:4]=1[NH:3][C:39]1[C:38]([Cl:41])=[CH:37][N:36]=[CH:35][C:34]=1[Cl:33])=[CH:12][CH:11]=[C:10]([O:14][CH3:15])[C:9]=2[O:16][CH:17]1[CH2:21][CH2:20][CH2:19][CH2:18]1)[C:27]1[CH:28]=[CH:29][CH:30]=[CH:31][CH:32]=1. (6) Given the reactants [C:1]1([C:7]2[CH:12]=[CH:11][CH:10]=[CH:9][C:8]=2[OH:13])[CH:6]=[CH:5][CH:4]=[CH:3][CH:2]=1.C1(P(C2C=CC=CC=2)C2C=CC=CC=2)C=CC=CC=1.CC(OC(/N=N/C(OC(C)C)=O)=O)C.[N:47]1[CH:52]=[CH:51][CH:50]=[C:49]([C:53]2[N:54]=[N:55][N:56]([CH2:58][C:59]3[CH:64]=[CH:63][C:62]([CH2:65][CH2:66]O)=[CH:61][CH:60]=3)[CH:57]=2)[CH:48]=1, predict the reaction product. The product is: [C:7]1([C:1]2[CH:2]=[CH:3][CH:4]=[CH:5][CH:6]=2)[CH:12]=[CH:11][CH:10]=[CH:9][C:8]=1[O:13][CH2:66][CH2:65][C:62]1[CH:61]=[CH:60][C:59]([CH2:58][N:56]2[CH:57]=[C:53]([C:49]3[CH:48]=[N:47][CH:52]=[CH:51][CH:50]=3)[N:54]=[N:55]2)=[CH:64][CH:63]=1. (7) Given the reactants [NH:1]([C:9]([O:11][C:12]([CH3:15])([CH3:14])[CH3:13])=[O:10])[C@H:2]([C:6]([OH:8])=O)[CH:3]([CH3:5])[CH3:4].C1C=CC2N(O)N=NC=2C=1.C(Cl)CCl.[NH2:30][C@H:31]([C:39]([OH:41])=[O:40])[CH2:32][CH2:33][CH2:34][NH:35][C:36]([NH2:38])=[O:37].[CH:42]1[C:47]([C:48]([OH:50])=[O:49])=[CH:46][CH:45]=[C:44]([NH2:51])[CH:43]=1, predict the reaction product. The product is: [NH:1]([C:9]([O:11][C:12]([CH3:15])([CH3:14])[CH3:13])=[O:10])[C@H:2]([C:6]([NH:30][C@H:31]([C:39]([OH:41])=[O:40])[CH2:32][CH2:33][CH2:34][NH:35][C:36]([NH2:38])=[O:37])=[O:8])[CH:3]([CH3:4])[CH3:5].[CH:42]1[C:47]([C:48]([OH:50])=[O:49])=[CH:46][CH:45]=[C:44]([NH2:51])[CH:43]=1.